From a dataset of Forward reaction prediction with 1.9M reactions from USPTO patents (1976-2016). Predict the product of the given reaction. (1) Given the reactants [CH3:1][N:2]1[CH:6]=[C:5](I)[CH:4]=[N:3]1.[C:8]([Si:10]([CH3:13])([CH3:12])[CH3:11])#[CH:9].C(NC(C)C)(C)C.C1(P(C2C=CC=CC=2)C2C=CC=CC=2)C=CC=CC=1, predict the reaction product. The product is: [CH3:1][N:2]1[CH:6]=[C:5]([C:9]#[C:8][Si:10]([CH3:13])([CH3:12])[CH3:11])[CH:4]=[N:3]1. (2) Given the reactants [Cl:1][C:2]1[C:3](Cl)=[C:4]2[N:10]=[C:9]([C:11]3[CH:16]=[CH:15][C:14]([O:17][CH2:18][CH2:19][N:20]4[CH2:25][CH2:24][O:23][CH2:22][CH2:21]4)=[CH:13][CH:12]=3)[NH:8][C:5]2=[N:6][CH:7]=1.[CH2:27]([NH:34][CH2:35][CH2:36][OH:37])[C:28]1[CH:33]=[CH:32][CH:31]=[CH:30][CH:29]=1, predict the reaction product. The product is: [CH2:27]([N:34]([C:3]1[C:2]([Cl:1])=[CH:7][N:6]=[C:5]2[N:8]=[C:9]([C:11]3[CH:12]=[CH:13][C:14]([O:17][CH2:18][CH2:19][N:20]4[CH2:21][CH2:22][O:23][CH2:24][CH2:25]4)=[CH:15][CH:16]=3)[NH:10][C:4]=12)[CH2:35][CH2:36][OH:37])[C:28]1[CH:33]=[CH:32][CH:31]=[CH:30][CH:29]=1. (3) Given the reactants [O:1]([C:8]1[CH:16]=[CH:15][C:11]([C:12]([OH:14])=O)=[CH:10][CH:9]=1)[C:2]1[CH:7]=[CH:6][CH:5]=[CH:4][CH:3]=1.ON1C2C=CC=CC=2N=N1.Cl.CN(C)CCCN=C=NCC.C(N(CC)CC)C.[NH2:46][CH2:47][C:48]1[C:49]([OH:57])=[N:50][C:51]([CH3:56])=[CH:52][C:53]=1[O:54][CH3:55], predict the reaction product. The product is: [OH:57][C:49]1[C:48]([CH2:47][NH:46][C:12](=[O:14])[C:11]2[CH:10]=[CH:9][C:8]([O:1][C:2]3[CH:3]=[CH:4][CH:5]=[CH:6][CH:7]=3)=[CH:16][CH:15]=2)=[C:53]([O:54][CH3:55])[CH:52]=[C:51]([CH3:56])[N:50]=1.